From a dataset of Forward reaction prediction with 1.9M reactions from USPTO patents (1976-2016). Predict the product of the given reaction. (1) Given the reactants [O:1]1[C:3]2([CH2:8][CH2:7][O:6][CH2:5][CH2:4]2)[CH2:2]1.[NH4+:9].[OH-], predict the reaction product. The product is: [NH2:9][CH2:2][C:3]1([OH:1])[CH2:8][CH2:7][O:6][CH2:5][CH2:4]1. (2) Given the reactants [C:1]([O:5][C:6](=[O:25])[NH:7][CH2:8][CH2:9][NH:10][C:11]([C:13]1[NH:14][C:15]2[C:20]([CH:21]=1)=[CH:19][CH:18]=[C:17]([N+:22]([O-])=O)[CH:16]=2)=[O:12])([CH3:4])([CH3:3])[CH3:2], predict the reaction product. The product is: [C:1]([O:5][C:6](=[O:25])[NH:7][CH2:8][CH2:9][NH:10][C:11]([C:13]1[NH:14][C:15]2[C:20]([CH:21]=1)=[CH:19][CH:18]=[C:17]([NH2:22])[CH:16]=2)=[O:12])([CH3:4])([CH3:2])[CH3:3].